From a dataset of Catalyst prediction with 721,799 reactions and 888 catalyst types from USPTO. Predict which catalyst facilitates the given reaction. (1) Reactant: [C:1]([C:3]([C:6]1[CH:11]=[CH:10][C:9]([C:12]2[S:16][C:15]([NH:17][C:18]3[CH:23]=[CH:22][N:21]=[C:20]([O:24]CC[Si](C)(C)C)[N:19]=3)=[C:14]([C:31]([NH2:33])=[O:32])[CH:13]=2)=[CH:8][CH:7]=1)([CH3:5])[CH3:4])#[N:2].C([O-])(O)=O.[Na+]. Product: [C:1]([C:3]([C:6]1[CH:11]=[CH:10][C:9]([C:12]2[S:16][C:15]([NH:17][C:18]3[CH:23]=[CH:22][NH:21][C:20](=[O:24])[N:19]=3)=[C:14]([C:31]([NH2:33])=[O:32])[CH:13]=2)=[CH:8][CH:7]=1)([CH3:5])[CH3:4])#[N:2]. The catalyst class is: 157. (2) Reactant: [CH2:1]([O:8][C:9](=[O:21])[NH:10][C@H:11]([C:16]1[N:17]=[N:18][NH:19][N:20]=1)[C:12]([CH3:15])([CH3:14])[CH3:13])[C:2]1[CH:7]=[CH:6][CH:5]=[CH:4][CH:3]=1.[C:22](=O)([O-])[O-].[K+].[K+].CI. Product: [CH3:13][C:12]([CH3:15])([CH3:14])[C@H:11]([NH:10][C:9](=[O:21])[O:8][CH2:1][C:2]1[CH:3]=[CH:4][CH:5]=[CH:6][CH:7]=1)[C:16]1[N:20]=[N:19][N:18]([CH3:22])[N:17]=1.[CH3:13][C:12]([CH3:15])([CH3:14])[C@H:11]([NH:10][C:9](=[O:21])[O:8][CH2:1][C:2]1[CH:3]=[CH:4][CH:5]=[CH:6][CH:7]=1)[C:16]1[N:17]([CH3:22])[N:18]=[N:19][N:20]=1. The catalyst class is: 21. (3) Reactant: [CH3:1][O:2][CH2:3][CH2:4][N:5]([CH2:23][C:24]1[CH:40]=[CH:39][C:27]([O:28][C:29]([CH3:38])([CH3:37])[C:30]([O:32]C(C)(C)C)=[O:31])=[CH:26][CH:25]=1)[CH2:6][C:7]([NH:9][C:10]1[CH:15]=[CH:14][C:13]([CH:16]([CH3:18])[CH3:17])=[CH:12][C:11]=1[C:19]([F:22])([F:21])[F:20])=[O:8].FC(F)(F)C(O)=O. Product: [CH3:1][O:2][CH2:3][CH2:4][N:5]([CH2:23][C:24]1[CH:25]=[CH:26][C:27]([O:28][C:29]([CH3:38])([CH3:37])[C:30]([OH:32])=[O:31])=[CH:39][CH:40]=1)[CH2:6][C:7]([NH:9][C:10]1[CH:15]=[CH:14][C:13]([CH:16]([CH3:18])[CH3:17])=[CH:12][C:11]=1[C:19]([F:22])([F:21])[F:20])=[O:8]. The catalyst class is: 4. (4) Reactant: [CH3:1][O:2][C:3]1[CH:4]=[C:5]([CH:10]=[C:11]([O:14][CH3:15])[C:12]=1[OH:13])[C:6]([O:8][CH3:9])=[O:7].Cl.Cl[CH2:18][CH2:19][N:20]1[CH2:25][CH2:24][O:23][CH2:22][CH2:21]1.C([O-])([O-])=O.[K+].[K+]. Product: [CH3:9][O:8][C:6](=[O:7])[C:5]1[CH:10]=[C:11]([O:14][CH3:15])[C:12]([O:13][CH2:18][CH2:19][N:20]2[CH2:25][CH2:24][O:23][CH2:22][CH2:21]2)=[C:3]([O:2][CH3:1])[CH:4]=1. The catalyst class is: 31. (5) Reactant: [Cl:1][CH2:2][CH2:3][N:4]=[C:5]=[O:6].[NH2:7][CH2:8][C@@H:9]([CH3:37])[O:10][C:11]1[CH:20]=[CH:19][CH:18]=[C:17]2[C:12]=1[C:13]([NH:21][C:22]1[CH:27]=[CH:26][C:25]([O:28][C:29]3[CH:30]=[N:31][C:32]([CH3:35])=[CH:33][CH:34]=3)=[C:24]([CH3:36])[CH:23]=1)=[N:14][CH:15]=[N:16]2. Product: [Cl:1][CH2:2][CH2:3][NH:4][C:5]([NH:7][CH2:8][C@H:9]([O:10][C:11]1[CH:20]=[CH:19][CH:18]=[C:17]2[C:12]=1[C:13]([NH:21][C:22]1[CH:27]=[CH:26][C:25]([O:28][C:29]3[CH:30]=[N:31][C:32]([CH3:35])=[CH:33][CH:34]=3)=[C:24]([CH3:36])[CH:23]=1)=[N:14][CH:15]=[N:16]2)[CH3:37])=[O:6]. The catalyst class is: 2. (6) Reactant: [OH:1]O.[F:3][C:4]1[C:9]([O:10][CH3:11])=[CH:8][CH:7]=[CH:6][C:5]=1B(O)O.O. Product: [F:3][C:4]1[C:9]([O:10][CH3:11])=[CH:8][CH:7]=[CH:6][C:5]=1[OH:1]. The catalyst class is: 12. (7) Reactant: [CH:1]([C:4]1[CH:5]=[C:6]([CH2:15][C:16]([O:18][CH3:19])=[O:17])[CH:7]=[C:8]([CH:12]([CH3:14])[CH3:13])[C:9]=1[O:10]C)([CH3:3])[CH3:2].B(Br)(Br)Br. Product: [CH:1]([C:4]1[CH:5]=[C:6]([CH2:15][C:16]([O:18][CH3:19])=[O:17])[CH:7]=[C:8]([CH:12]([CH3:14])[CH3:13])[C:9]=1[OH:10])([CH3:3])[CH3:2]. The catalyst class is: 4.